Dataset: Full USPTO retrosynthesis dataset with 1.9M reactions from patents (1976-2016). Task: Predict the reactants needed to synthesize the given product. (1) The reactants are: [OH-].[Na+].C([O:5][C:6]([C:8]1[N:9]([CH2:18][C:19]2[CH:24]=[C:23]([C:25]([CH3:28])([CH3:27])[CH3:26])[CH:22]=[CH:21][C:20]=2[O:29][CH3:30])[C:10]2[C:15]([CH:16]=1)=[CH:14][C:13]([Cl:17])=[CH:12][CH:11]=2)=[O:7])C. Given the product [C:25]([C:23]1[CH:22]=[CH:21][C:20]([O:29][CH3:30])=[C:19]([CH:24]=1)[CH2:18][N:9]1[C:10]2[C:15](=[CH:14][C:13]([Cl:17])=[CH:12][CH:11]=2)[CH:16]=[C:8]1[C:6]([OH:7])=[O:5])([CH3:28])([CH3:26])[CH3:27], predict the reactants needed to synthesize it. (2) Given the product [Br:1][C:2]1[CH:3]=[C:4]([C:8]2[CH:9]=[N:10][C:26]3[C:25](=[C:24]4[CH:23]=[CH:22][CH:21]=[CH:20][C:19]4=[C:18]4[CH:17]=[CH:16][CH:15]=[CH:14][C:27]4=3)[N:11]=2)[CH:5]=[CH:6][CH:7]=1, predict the reactants needed to synthesize it. The reactants are: [Br:1][C:2]1[CH:3]=[C:4]([CH:8]([NH2:11])[CH2:9][NH2:10])[CH:5]=[CH:6][CH:7]=1.[OH-].[K+].[CH:14]1[C:27]2[C:26](=O)[C:25](=O)[C:24]3[C:19](=[CH:20][CH:21]=[CH:22][CH:23]=3)[C:18]=2[CH:17]=[CH:16][CH:15]=1. (3) Given the product [CH3:33][N:34]([CH2:30][C:26]1[S:25][C:24]([C:21]2[O:20][C:19]([C:17]3[CH:16]=[C:15]([CH3:32])[C:4]([O:5][CH2:6][C@@H:7]([OH:14])[CH2:8][NH:9][C:10](=[O:13])[CH2:11][OH:12])=[C:3]([CH2:1][CH3:2])[CH:18]=3)=[N:23][N:22]=2)=[CH:28][C:27]=1[CH3:29])[CH3:35], predict the reactants needed to synthesize it. The reactants are: [CH2:1]([C:3]1[CH:18]=[C:17]([C:19]2[O:20][C:21]([C:24]3[S:25][C:26]([CH:30]=O)=[C:27]([CH3:29])[CH:28]=3)=[N:22][N:23]=2)[CH:16]=[C:15]([CH3:32])[C:4]=1[O:5][CH2:6][C@@H:7]([OH:14])[CH2:8][NH:9][C:10](=[O:13])[CH2:11][OH:12])[CH3:2].[CH3:33][NH:34][CH3:35]. (4) Given the product [CH3:1][C:2]1[N:3]([CH2:10][CH2:11][C:12]2[C:21]3[C:16](=[CH:17][CH:18]=[CH:19][CH:20]=3)[CH:15]=[CH:14][CH:13]=2)/[C:4](=[N:8]/[C:32]([C:22]23[CH2:31][CH:26]4[CH2:25][CH:24]([CH2:30][CH:28]([CH2:27]4)[CH2:29]2)[CH2:23]3)=[O:33])/[S:5][C:6]=1[CH3:7], predict the reactants needed to synthesize it. The reactants are: [CH3:1][C:2]1[N:3]=[C:4]([NH2:8])[S:5][C:6]=1[CH3:7].Br[CH2:10][CH2:11][C:12]1[C:21]2[C:16](=[CH:17][CH:18]=[CH:19][CH:20]=2)[CH:15]=[CH:14][CH:13]=1.[C:22]12([C:32](O)=[O:33])[CH2:31][CH:26]3[CH2:27][CH:28]([CH2:30][CH:24]([CH2:25]3)[CH2:23]1)[CH2:29]2. (5) Given the product [CH2:20]([O:12][C:3]1[C:2]([F:1])=[CH:7][C:6]([F:8])=[CH:5][C:4]=1[CH2:9][CH2:10][OH:11])[C:21]1[CH:26]=[CH:25][CH:24]=[CH:23][CH:22]=1, predict the reactants needed to synthesize it. The reactants are: [F:1][C:2]1[CH:7]=[C:6]([F:8])[CH:5]=[C:4]([CH2:9][CH2:10][OH:11])[C:3]=1[OH:12].C([O-])([O-])=O.[K+].[K+].Br[CH2:20][C:21]1[CH:26]=[CH:25][CH:24]=[CH:23][CH:22]=1.O. (6) The reactants are: [C:1]([CH:3]([NH:17][C:18]([N:20]1[CH2:25][CH2:24][CH:23]([N:26]2[CH2:35][C:34]3[C:29](=[CH:30][CH:31]=[CH:32][CH:33]=3)[NH:28][C:27]2=[O:36])[CH2:22][CH2:21]1)=[O:19])[CH2:4][C:5]1[CH:6]=[C:7]2[C:11](=[C:12]([CH2:14][CH3:15])[CH:13]=1)[NH:10][N:9]=[C:8]2[CH3:16])#[N:2].[N:37]([Sn](C)(C)C)=[N+:38]=[N-:39]. Given the product [CH2:14]([C:12]1[CH:13]=[C:5]([CH2:4][CH:3]([NH:17][C:18]([N:20]2[CH2:21][CH2:22][CH:23]([N:26]3[CH2:35][C:34]4[C:29](=[CH:30][CH:31]=[CH:32][CH:33]=4)[NH:28][C:27]3=[O:36])[CH2:24][CH2:25]2)=[O:19])[C:1]2[NH:39][N:38]=[N:37][N:2]=2)[CH:6]=[C:7]2[C:11]=1[NH:10][N:9]=[C:8]2[CH3:16])[CH3:15], predict the reactants needed to synthesize it. (7) Given the product [NH2:8][C:9]1[N:14]=[CH:13][C:12]([CH2:15][NH:16][C:17](=[O:31])[NH:18][C@@H:19]([CH2:24][C:25]2[CH:30]=[CH:29][CH:28]=[CH:27][CH:26]=2)[C:20]([O:22][CH3:23])=[O:21])=[CH:11][CH:10]=1, predict the reactants needed to synthesize it. The reactants are: C(OC([NH:8][C:9]1[N:14]=[CH:13][C:12]([CH2:15][NH:16][C:17](=[O:31])[NH:18][C@@H:19]([CH2:24][C:25]2[CH:30]=[CH:29][CH:28]=[CH:27][CH:26]=2)[C:20]([O:22][CH3:23])=[O:21])=[CH:11][CH:10]=1)=O)(C)(C)C.C(O)(C(F)(F)F)=O.